Task: Predict the reactants needed to synthesize the given product.. Dataset: Full USPTO retrosynthesis dataset with 1.9M reactions from patents (1976-2016) (1) Given the product [CH3:25][S:26]([C:29]1[CH:30]=[C:31]([CH:34]=[CH:35][CH:36]=1)[CH2:32][NH:33][C:2]1[C:7]([C:8]([F:11])([F:10])[F:9])=[CH:6][N:5]=[C:4]([NH:12][C:13]2[CH:14]=[C:15]3[C:20](=[CH:21][CH:22]=2)[NH:19][C:18](=[O:23])[CH2:17][CH2:16]3)[N:3]=1)(=[O:27])=[O:28], predict the reactants needed to synthesize it. The reactants are: Cl[C:2]1[C:7]([C:8]([F:11])([F:10])[F:9])=[CH:6][N:5]=[C:4]([NH:12][C:13]2[CH:14]=[C:15]3[C:20](=[CH:21][CH:22]=2)[NH:19][C:18](=[O:23])[CH2:17][CH2:16]3)[N:3]=1.Cl.[CH3:25][S:26]([C:29]1[CH:30]=[C:31]([CH:34]=[CH:35][CH:36]=1)[CH2:32][NH2:33])(=[O:28])=[O:27].C(N(CC)CC)C. (2) Given the product [ClH:34].[NH2:32][C:28]1[C:29]2[C:24](=[CH:23][C:22]([C:20]([NH:19][C@@H:17]([CH3:18])[C:16]([N:13]3[CH2:12][CH2:11][CH:10]([O:9][CH2:5][C:6]([OH:8])=[O:7])[CH2:15][CH2:14]3)=[O:33])=[O:21])=[CH:31][CH:30]=2)[CH:25]=[CH:26][N:27]=1, predict the reactants needed to synthesize it. The reactants are: C([C@H:5]([O:9][CH:10]1[CH2:15][CH2:14][N:13]([C:16](=[O:33])[CH:17]([NH:19][C:20]([C:22]2[CH:23]=[C:24]3[C:29](=[CH:30][CH:31]=2)[C:28]([NH2:32])=[N:27][CH:26]=[CH:25]3)=[O:21])[CH3:18])[CH2:12][CH2:11]1)[C:6]([OH:8])=[O:7])(C)(C)C.[ClH:34]. (3) Given the product [NH2:8][C:6]1[CH:5]=[CH:4][C:3]([CH2:11][S:12][C:13]2[N:18]=[C:17]([OH:19])[CH:16]=[C:15]([CH3:20])[N:14]=2)=[C:2]([Cl:1])[CH:7]=1, predict the reactants needed to synthesize it. The reactants are: [Cl:1][C:2]1[CH:7]=[C:6]([N+:8]([O-])=O)[CH:5]=[CH:4][C:3]=1[CH2:11][S:12][C:13]1[N:18]=[C:17]([OH:19])[CH:16]=[C:15]([CH3:20])[N:14]=1.[NH4+].[Cl-].C(Cl)Cl. (4) Given the product [C:5]1([O:8][C:9]([N:11]2[C:19]3[C:14](=[CH:15][C:16]([CH2:21][CH2:22][CH2:23][CH2:24][CH2:25][N:26]([CH3:27])[CH2:28][CH2:29][CH3:30])=[C:17]([F:20])[CH:18]=3)[CH2:13][CH2:12]2)=[O:10])[CH:6]=[CH:7][CH:2]=[CH:3][CH:4]=1, predict the reactants needed to synthesize it. The reactants are: Cl[C:2]1[CH:7]=[CH:6][C:5]([O:8][C:9]([N:11]2[C:19]3[C:14](=[CH:15][C:16]([C:21]#[C:22][CH2:23][CH2:24][CH2:25][N:26]([CH2:28][CH:29]=[CH2:30])[CH3:27])=[C:17]([F:20])[CH:18]=3)[CH2:13][CH2:12]2)=[O:10])=[CH:4][CH:3]=1.